From a dataset of Forward reaction prediction with 1.9M reactions from USPTO patents (1976-2016). Predict the product of the given reaction. (1) Given the reactants [CH2:1]=[CH:2][C:3]1[CH:8]=[CH:7][CH:6]=[CH:5][CH:4]=1.[CH2:9]=[CH:10][CH:11]=[CH2:12], predict the reaction product. The product is: [CH2:1]=[CH:2][C:3]1[CH:8]=[CH:7][CH:6]=[CH:5][CH:4]=1.[CH2:9]=[CH:10][CH:11]=[CH2:12].[CH2:1]=[CH:2][C:3]1[CH:8]=[CH:7][CH:6]=[CH:5][CH:4]=1. (2) Given the reactants [N:1]1[C:10]2[C:5](=[CH:6][CH:7]=[CH:8][CH:9]=2)[CH:4]=[CH:3][C:2]=1/[CH:11]=[CH:12]/[C:13]([OH:15])=[O:14].[CH3:16]O, predict the reaction product. The product is: [N:1]1[C:10]2[C:5](=[CH:6][CH:7]=[CH:8][CH:9]=2)[CH:4]=[CH:3][C:2]=1[CH2:11][CH2:12][C:13]([O:15][CH3:16])=[O:14].